From a dataset of Catalyst prediction with 721,799 reactions and 888 catalyst types from USPTO. Predict which catalyst facilitates the given reaction. (1) Reactant: [Br:1][C:2]1[CH:12]=[C:11](/[CH:13]=[CH:14]\[CH:15]([C:20]2[CH:25]=[C:24]([Cl:26])[C:23]([Cl:27])=[C:22]([Cl:28])[CH:21]=2)[C:16]([F:19])([F:18])[F:17])[CH:10]=[CH:9][C:3]=1[C:4]([O:6]CC)=[O:5].I[Si](C)(C)C. Product: [Br:1][C:2]1[CH:12]=[C:11](/[CH:13]=[CH:14]\[CH:15]([C:20]2[CH:21]=[C:22]([Cl:28])[C:23]([Cl:27])=[C:24]([Cl:26])[CH:25]=2)[C:16]([F:19])([F:18])[F:17])[CH:10]=[CH:9][C:3]=1[C:4]([OH:6])=[O:5]. The catalyst class is: 23. (2) Reactant: O.[OH-].[Li+].[CH3:4][C@@H:5]1[CH2:10][CH:9]([C@H:11]([NH:17][C:18]([O:20][CH3:21])=[O:19])[C:12]([O:14]CC)=[O:13])[CH2:8][C@@H:7]([CH3:22])[O:6]1. Product: [CH3:4][C@@H:5]1[CH2:10][CH:9]([C@H:11]([NH:17][C:18]([O:20][CH3:21])=[O:19])[C:12]([OH:14])=[O:13])[CH2:8][C@@H:7]([CH3:22])[O:6]1. The catalyst class is: 90. (3) Reactant: C(O[C:6](=O)[NH:7][CH2:8][C:9]([N:11]1[CH2:15][CH2:14][CH2:13][CH:12]1[C:16]#[N:17])=[O:10])(C)(C)C.FC(F)(F)C(O)=O.C(N(CC)CC)C.[CH3:33][N:34]([CH3:47])[C:35](=[O:46])[O:36][CH:37]1[CH2:44][CH:43]2[CH:39]([CH2:40]C(=O)[CH2:42]2)[CH2:38]1.C(O[BH-](OC(=O)C)OC(=O)C)(=O)C.[Na+]. Product: [CH3:47][N:34]([CH3:33])[C:35](=[O:46])[O:36][CH:37]1[CH2:44][CH:43]2[CH:39]([CH2:40][CH:6]([NH:7][CH2:8][C:9]([N:11]3[CH2:15][CH2:14][CH2:13][CH:12]3[C:16]#[N:17])=[O:10])[CH2:42]2)[CH2:38]1. The catalyst class is: 4. (4) Reactant: [CH:1]1([CH:7]([NH:22][C:23]2[CH:31]=[CH:30][C:26]([C:27](O)=[O:28])=[CH:25][CH:24]=2)[C:8]2[CH:12]=[C:11]([C:13]3[CH:14]=[N:15][C:16]([O:19][CH3:20])=[CH:17][CH:18]=3)[O:10][C:9]=2[CH3:21])[CH2:6][CH2:5][CH2:4][CH2:3][CH2:2]1.[CH3:32][NH:33][CH2:34][CH2:35][C:36]([O:38][CH2:39][CH3:40])=[O:37].Cl.C(N=C=NCCCN(C)C)C.O.OC1C2N=NNC=2C=CC=1. Product: [CH:1]1([CH:7]([NH:22][C:23]2[CH:31]=[CH:30][C:26]([C:27]([N:33]([CH3:32])[CH2:34][CH2:35][C:36]([O:38][CH2:39][CH3:40])=[O:37])=[O:28])=[CH:25][CH:24]=2)[C:8]2[CH:12]=[C:11]([C:13]3[CH:14]=[N:15][C:16]([O:19][CH3:20])=[CH:17][CH:18]=3)[O:10][C:9]=2[CH3:21])[CH2:2][CH2:3][CH2:4][CH2:5][CH2:6]1. The catalyst class is: 842. (5) Reactant: Cl[CH2:2][C:3]1[N:13]([CH2:14][CH2:15][CH:16]2[CH2:21][CH2:20][CH2:19][CH2:18][CH2:17]2)[C:6]2[N:7]=[C:8]([C:11]#[N:12])[N:9]=[CH:10][C:5]=2[CH:4]=1.[C:22]([O:26][C:27]([N:29]1[CH2:45][CH2:44][C:32]2([N:36]([C:37]3[CH:42]=[CH:41][CH:40]=[CH:39][CH:38]=3)[CH2:35][NH:34][C:33]2=[O:43])[CH2:31][CH2:30]1)=[O:28])([CH3:25])([CH3:24])[CH3:23].[H-].[Na+]. Product: [C:22]([O:26][C:27]([N:29]1[CH2:30][CH2:31][C:32]2([N:36]([C:37]3[CH:42]=[CH:41][CH:40]=[CH:39][CH:38]=3)[CH2:35][N:34]([CH2:2][C:3]3[N:13]([CH2:14][CH2:15][CH:16]4[CH2:21][CH2:20][CH2:19][CH2:18][CH2:17]4)[C:6]4[N:7]=[C:8]([C:11]#[N:12])[N:9]=[CH:10][C:5]=4[CH:4]=3)[C:33]2=[O:43])[CH2:44][CH2:45]1)=[O:28])([CH3:25])([CH3:23])[CH3:24]. The catalyst class is: 18.